From a dataset of Forward reaction prediction with 1.9M reactions from USPTO patents (1976-2016). Predict the product of the given reaction. Given the reactants Cl[C:2]1[N:7]=[C:6]([N:8]([CH3:24])[C:9]2[CH:14]=[CH:13][N:12]=[C:11]([NH:15][CH2:16][CH2:17][C:18]3[CH:19]=[N:20][CH:21]=[CH:22][CH:23]=3)[N:10]=2)[CH:5]=[CH:4][N:3]=1.[S:25]1[CH:29]=[CH:28][CH:27]=[C:26]1B(O)O.C(=O)([O-])[O-].[Na+].[Na+].CCO, predict the reaction product. The product is: [CH3:24][N:8]([C:6]1[CH:5]=[CH:4][N:3]=[C:2]([C:26]2[S:25][CH:29]=[CH:28][CH:27]=2)[N:7]=1)[C:9]1[CH:14]=[CH:13][N:12]=[C:11]([NH:15][CH2:16][CH2:17][C:18]2[CH:19]=[N:20][CH:21]=[CH:22][CH:23]=2)[N:10]=1.